From a dataset of Peptide-MHC class I binding affinity with 185,985 pairs from IEDB/IMGT. Regression. Given a peptide amino acid sequence and an MHC pseudo amino acid sequence, predict their binding affinity value. This is MHC class I binding data. (1) The peptide sequence is FLILCSVLL. The MHC is HLA-B15:01 with pseudo-sequence HLA-B15:01. The binding affinity (normalized) is 0.0847. (2) The peptide sequence is LSPLCITMR. The MHC is Mamu-A01 with pseudo-sequence Mamu-A01. The binding affinity (normalized) is 0.590.